Dataset: Full USPTO retrosynthesis dataset with 1.9M reactions from patents (1976-2016). Task: Predict the reactants needed to synthesize the given product. Given the product [Br:1][C:2]1[CH:3]=[C:4]2[C:5]([CH:18]([C:17]3[C:12]([Cl:11])=[CH:13][CH:14]=[C:15]([O:21][CH2:22][C:23]([F:25])([F:26])[F:24])[C:16]=3[F:20])[OH:19])=[CH:6][NH:7][C:8]2=[N:9][CH:10]=1, predict the reactants needed to synthesize it. The reactants are: [Br:1][C:2]1[CH:3]=[C:4]2[C:8](=[N:9][CH:10]=1)[NH:7][CH:6]=[CH:5]2.[Cl:11][C:12]1[C:17]([CH:18]=[O:19])=[C:16]([F:20])[C:15]([O:21][CH2:22][C:23]([F:26])([F:25])[F:24])=[CH:14][CH:13]=1.[OH-].[K+].O.